From a dataset of Peptide-MHC class II binding affinity with 134,281 pairs from IEDB. Regression. Given a peptide amino acid sequence and an MHC pseudo amino acid sequence, predict their binding affinity value. This is MHC class II binding data. (1) The peptide sequence is THFTTWTSIPTLAAQ. The MHC is DRB1_1501 with pseudo-sequence DRB1_1501. The binding affinity (normalized) is 0.811. (2) The binding affinity (normalized) is 0.866. The peptide sequence is VEITKLKSKNLSVDE. The MHC is DRB1_0101 with pseudo-sequence DRB1_0101. (3) The peptide sequence is CQEAVKLKLIIQVEH. The MHC is DRB1_0101 with pseudo-sequence DRB1_0101. The binding affinity (normalized) is 0.0843.